Dataset: Peptide-MHC class II binding affinity with 134,281 pairs from IEDB. Task: Regression. Given a peptide amino acid sequence and an MHC pseudo amino acid sequence, predict their binding affinity value. This is MHC class II binding data. (1) The MHC is HLA-DQA10201-DQB10303 with pseudo-sequence HLA-DQA10201-DQB10303. The binding affinity (normalized) is 0.215. The peptide sequence is AVFEYTIDCDGSILG. (2) The peptide sequence is EKKYFAATQFPPLAA. The MHC is HLA-DPA10201-DPB10101 with pseudo-sequence HLA-DPA10201-DPB10101. The binding affinity (normalized) is 0.975. (3) The peptide sequence is LQSLGAEIAVEQAAL. The MHC is HLA-DPA10103-DPB10401 with pseudo-sequence HLA-DPA10103-DPB10401. The binding affinity (normalized) is 0.104. (4) The MHC is DRB1_1001 with pseudo-sequence DRB1_1001. The peptide sequence is ELKESWGAIWRIDTP. The binding affinity (normalized) is 0.460. (5) The peptide sequence is KFAEGRRGAAEVLVVK. The MHC is DRB1_0404 with pseudo-sequence DRB1_0404. The binding affinity (normalized) is 0.